Dataset: Full USPTO retrosynthesis dataset with 1.9M reactions from patents (1976-2016). Task: Predict the reactants needed to synthesize the given product. (1) The reactants are: Cl[C:2]1[CH:11]=[CH:10][C:9]2[C:4](=[CH:5][CH:6]=[C:7](Cl)[CH:8]=2)[N:3]=1.[CH3:13][C:14]1[O:18][C:17]([CH2:19][NH2:20])=[CH:16][CH:15]=1.[CH2:21]([NH2:28])[C:22]1[CH:27]=[CH:26][CH:25]=[CH:24][CH:23]=1. Given the product [CH2:21]([NH:28][C:7]1[CH:8]=[C:9]2[C:4](=[CH:5][CH:6]=1)[N:3]=[C:2]([NH:20][CH2:19][C:17]1[O:18][C:14]([CH3:13])=[CH:15][CH:16]=1)[CH:11]=[CH:10]2)[C:22]1[CH:27]=[CH:26][CH:25]=[CH:24][CH:23]=1, predict the reactants needed to synthesize it. (2) Given the product [C:6]([C:8]([NH2:12])([OH:11])[CH2:9][CH3:10])([O:5][C:1]([CH3:2])([CH3:4])[CH3:3])=[O:7].[CH3:13][CH:14]([C:28]([OH:30])=[O:29])[C:15]1[CH:16]=[CH:17][C:18]([C:22]2[CH:27]=[CH:26][CH:25]=[CH:24][CH:23]=2)=[C:19]([F:21])[CH:20]=1, predict the reactants needed to synthesize it. The reactants are: [C:1]([O:5][C:6]([C:8]([NH2:12])([OH:11])[CH2:9][CH3:10])=[O:7])([CH3:4])([CH3:3])[CH3:2].[CH3:13][CH:14]([C:28]([OH:30])=[O:29])[C:15]1[CH:16]=[CH:17][C:18]([C:22]2[CH:23]=[CH:24][CH:25]=[CH:26][CH:27]=2)=[C:19]([F:21])[CH:20]=1.CCN=C=NCCCN(C)C.Cl.C(OCC)(=O)C. (3) Given the product [C:12]([C:10]1[CH:11]=[C:7]([NH:6][C:5]([NH:57][C@@H:50]2[C:51]3[C:56](=[CH:55][CH:54]=[CH:53][CH:52]=3)[C@H:47]([O:46][C:43]3[CH:44]=[CH:45][C:40]4[N:41]([C:37]([N:32]5[CH2:33][CH2:34][CH2:35][CH2:36][C@@H:31]5[CH3:30])=[N:38][N:39]=4)[CH:42]=3)[CH2:48][CH2:49]2)=[O:27])[N:8]([C:16]2[CH:21]=[CH:20][CH:19]=[C:18]([O:22][C@H:23]([CH3:26])[CH2:24][OH:25])[CH:17]=2)[N:9]=1)([CH3:15])([CH3:13])[CH3:14], predict the reactants needed to synthesize it. The reactants are: ClC(Cl)(Cl)CO[C:5](=[O:27])[NH:6][C:7]1[N:8]([C:16]2[CH:21]=[CH:20][CH:19]=[C:18]([O:22][C@H:23]([CH3:26])[CH2:24][OH:25])[CH:17]=2)[N:9]=[C:10]([C:12]([CH3:15])([CH3:14])[CH3:13])[CH:11]=1.[CH3:30][C@H:31]1[CH2:36][CH2:35][CH2:34][CH2:33][N:32]1[C:37]1[N:41]2[CH:42]=[C:43]([O:46][C@H:47]3[C:56]4[C:51](=[CH:52][CH:53]=[CH:54][CH:55]=4)[C@@H:50]([NH2:57])[CH2:49][CH2:48]3)[CH:44]=[CH:45][C:40]2=[N:39][N:38]=1.CCN(C(C)C)C(C)C. (4) Given the product [Cl:25][C:19]1[C:20]([Cl:24])=[CH:21][CH:22]=[CH:23][C:18]=1[C:16]([N:13]1[CH2:14][CH2:15][N:10]([CH2:9][CH:3]([CH3:2])[CH3:4])[C:11](=[O:26])[CH2:12]1)=[O:17], predict the reactants needed to synthesize it. The reactants are: Cl[C:2]1C=C(F)C=[CH:4][C:3]=1[CH2:9][N:10]1[CH2:15][CH2:14][N:13]([C:16]([C:18]2[CH:23]=[CH:22][CH:21]=[C:20]([Cl:24])[C:19]=2[Cl:25])=[O:17])[CH2:12][C:11]1=[O:26].BrCC(C)C. (5) Given the product [CH2:37]([O:36][C:11]1[CH:12]=[C:13]([CH:16]=[CH:55][CH2:54][CH:53]([C:49]2[CH:50]=[CH:51][CH:52]=[C:47]([CH:44]([CH3:45])[CH3:46])[CH:48]=2)[CH3:57])[CH:14]=[CH:15][C:10]=1[OH:9])[CH3:38], predict the reactants needed to synthesize it. The reactants are: [Br-].[Si]([O:9][C:10]1[CH:15]=[CH:14][C:13]([CH2:16][P+](C2C=CC=CC=2)(C2C=CC=CC=2)C2C=CC=CC=2)=[CH:12][C:11]=1[O:36][CH2:37][CH3:38])(C(C)(C)C)(C)C.[Li]CCCC.[CH:44]([C:47]1[CH:48]=[C:49]([CH:53]([CH3:57])[CH2:54][CH:55]=O)[CH:50]=[CH:51][CH:52]=1)([CH3:46])[CH3:45].[N+](CCCC)(CCCC)(CCCC)CCCC.[F-]. (6) Given the product [NH2:23][C:11]1[N:10]=[C:9]2[C:8]3[CH:7]=[CH:6][CH:5]=[CH:4][C:3]=3[C:2](=[O:1])[C:14]2=[N:13][C:12]=1[C:15]#[N:16], predict the reactants needed to synthesize it. The reactants are: [O:1]=[C:2]1[C:14]2[C:9](=[N:10][C:11](C#N)=[C:12]([C:15]#[N:16])[N:13]=2)[C:8]2[CH:7]=[CH:6][CH:5]=[CH:4][C:3]1=2.C([O-])(=O)C.[NH4+:23].[O-]S([O-])(=O)=O.[Na+].[Na+]. (7) Given the product [F:1][C@@:2]([CH3:29])([C:3]([NH:33][CH2:32][C:31]([F:38])([F:30])[C:34]([F:37])([F:36])[F:35])=[O:5])[C:6]([NH:8][C@@H:9]1[C:15](=[O:16])[N:14]([CH2:17][CH2:18][O:19][CH3:20])[C:13]2[CH:21]=[CH:22][CH:23]=[CH:24][C:12]=2[C:11]2[CH:25]=[CH:26][CH:27]=[CH:28][C:10]1=2)=[O:7], predict the reactants needed to synthesize it. The reactants are: [F:1][C@:2]([CH3:29])([C:6]([NH:8][C@@H:9]1[C:15](=[O:16])[N:14]([CH2:17][CH2:18][O:19][CH3:20])[C:13]2[CH:21]=[CH:22][CH:23]=[CH:24][C:12]=2[C:11]2[CH:25]=[CH:26][CH:27]=[CH:28][C:10]1=2)=[O:7])[C:3]([OH:5])=O.[F:30][C:31]([F:38])([C:34]([F:37])([F:36])[F:35])[CH2:32][NH2:33].